Task: Predict the reactants needed to synthesize the given product.. Dataset: Full USPTO retrosynthesis dataset with 1.9M reactions from patents (1976-2016) (1) Given the product [C:3]([NH2:2])(=[O:13])[C@H:4]([C:6]1[CH:11]=[CH:10][CH:9]=[CH:8][CH:7]=1)[OH:5], predict the reactants needed to synthesize it. The reactants are: C[NH2:2].[C:3]([O:13]C)(=O)[C@H:4]([C:6]1[CH:11]=[CH:10][CH:9]=[CH:8][CH:7]=1)[OH:5].Cl.[Cl-].[Na+]. (2) Given the product [Br:1][C:2]1[CH:3]=[C:4]2[C:9](=[CH:10][CH:11]=1)[N:8]1[C:67](=[O:70])[NH:68][N:69]=[C:7]1[CH:6]([NH:14][C:15](=[O:21])[O:16][C:17]([CH3:20])([CH3:19])[CH3:18])[CH2:5]2, predict the reactants needed to synthesize it. The reactants are: [Br:1][C:2]1[CH:3]=[C:4]2[C:9](=[CH:10][CH:11]=1)[N:8]=[C:7](SC)[CH:6]([NH:14][C:15](=[O:21])[O:16][C:17]([CH3:20])([CH3:19])[CH3:18])[CH2:5]2.COC1C=C(C=CC=1)OC1C=C2C(=CC=1)N=C(SC)C(NC(=O)OC(C)(C)C)C2.COC1C=C(C=CC=1)OC1C=C2C(=CC=1)N1[C:67](=[O:70])[NH:68][N:69]=C1C(NC(=O)OC(C)(C)C)C2.N(C([O-])=O)N. (3) Given the product [F:1][C:2]1[CH:10]=[C:9]2[C:5]([C:6]([C:18]3[CH:19]=[CH:20][C:21]4[S:25](=[O:26])(=[O:27])[N:24]([CH2:32][C:33]5[CH:38]=[CH:37][CH:36]=[CH:35][N:34]=5)[CH:23]([CH3:28])[C:22]=4[CH:29]=3)=[CH:7][N:8]2[C:11]([O:13][C:14]([CH3:17])([CH3:16])[CH3:15])=[O:12])=[CH:4][CH:3]=1, predict the reactants needed to synthesize it. The reactants are: [F:1][C:2]1[CH:10]=[C:9]2[C:5]([C:6]([C:18]3[CH:19]=[CH:20][C:21]4[S:25](=[O:27])(=[O:26])[NH:24][CH:23]([CH3:28])[C:22]=4[CH:29]=3)=[CH:7][N:8]2[C:11]([O:13][C:14]([CH3:17])([CH3:16])[CH3:15])=[O:12])=[CH:4][CH:3]=1.Cl.Cl[CH2:32][C:33]1[CH:38]=[CH:37][CH:36]=[CH:35][N:34]=1.CC(C)([O-])C.[K+]. (4) Given the product [CH2:1]([O:3][C:4](=[O:27])[CH2:5][CH2:6][N:7]1[CH:16]=[C:12]([CH:13]([CH3:15])[CH3:14])[C@@:11]([C:19]2[CH:24]=[CH:23][C:22]([Br:25])=[C:21]([Cl:26])[CH:20]=2)([CH3:18])[NH:10][C:8]1=[O:9])[CH3:2], predict the reactants needed to synthesize it. The reactants are: [CH2:1]([O:3][C:4](=[O:27])[CH2:5][CH2:6][NH:7][C:8]([NH:10][C@:11]([C:19]1[CH:24]=[CH:23][C:22]([Br:25])=[C:21]([Cl:26])[CH:20]=1)([CH3:18])[CH:12]([CH2:16]O)[CH:13]([CH3:15])[CH3:14])=[O:9])[CH3:2].C(O)(=O)C.C(O)(=O)C.IC1C=CC=CC=1.CC1(C)N([O])C(C)(C)CCC1.C(O)(C(F)(F)F)=O.S([O-])([O-])=O.[Na+].[Na+].C(=O)([O-])O.[K+]. (5) Given the product [CH2:1]([O:3][C:4]1[N:5]=[C:6]2[C:11](=[CH:12][CH:13]=1)[NH:10][CH:9]=[C:8]([C:14]([OH:16])=[O:15])[C:7]2=[O:19])[CH3:2], predict the reactants needed to synthesize it. The reactants are: [CH2:1]([O:3][C:4]1[N:5]=[C:6]2[C:11](=[CH:12][CH:13]=1)[NH:10][CH:9]=[C:8]([C:14]([O:16]CC)=[O:15])[C:7]2=[O:19])[CH3:2].[OH-].[Na+].